This data is from Full USPTO retrosynthesis dataset with 1.9M reactions from patents (1976-2016). The task is: Predict the reactants needed to synthesize the given product. (1) Given the product [CH2:1]([O:3][C:4]1[CH:5]=[C:6]2[C:7]([CH2:8][C@H:9]([NH:10][C:11](=[O:16])[C:12]([F:13])([F:14])[F:15])[C:17]2=[O:19])=[CH:20][CH:21]=1)[CH3:2], predict the reactants needed to synthesize it. The reactants are: [CH2:1]([O:3][C:4]1[CH:21]=[CH:20][C:7]([CH2:8][C@@H:9]([C:17]([OH:19])=O)[NH:10][C:11](=[O:16])[C:12]([F:15])([F:14])[F:13])=[CH:6][CH:5]=1)[CH3:2].FC(F)(F)C(OC(=O)C(F)(F)F)=O. (2) Given the product [F:24][C:23]([F:26])([F:25])[C:21]([OH:27])=[O:22].[NH2:13][CH2:12][CH2:11][C:9]1[S:8][C:4]2[N:5]=[CH:6][N:7]=[C:2]([OH:1])[C:3]=2[CH:10]=1, predict the reactants needed to synthesize it. The reactants are: [OH:1][C:2]1[C:3]2[CH:10]=[C:9]([CH2:11][CH2:12][NH:13]C(=O)OC(C)(C)C)[S:8][C:4]=2[N:5]=[CH:6][N:7]=1.[C:21]([OH:27])([C:23]([F:26])([F:25])[F:24])=[O:22]. (3) Given the product [CH2:1]([NH:3][CH2:10][C:9]1[CH:12]=[CH:13][C:6]([N:5]([CH3:14])[CH3:4])=[CH:7][CH:8]=1)[CH3:2], predict the reactants needed to synthesize it. The reactants are: [CH2:1]([NH2:3])[CH3:2].[CH3:4][N:5]([CH3:14])[C:6]1[CH:13]=[CH:12][C:9]([CH:10]=O)=[CH:8][CH:7]=1. (4) Given the product [C:29]([C:10]1[N:11]([CH2:22][C:23]2[CH:28]=[CH:27][CH:26]=[CH:25][N:24]=2)[C:12]2[C:17]([C:9]=1[C:7]([NH:6][CH2:5][C:4]1[CH:32]=[CH:33][C:34]([F:35])=[C:2]([F:1])[CH:3]=1)=[O:8])=[CH:16][CH:15]=[C:14]([O:18][CH:19]([CH3:21])[CH3:20])[CH:13]=2)(=[O:31])[CH3:30], predict the reactants needed to synthesize it. The reactants are: [F:1][C:2]1[CH:3]=[C:4]([CH:32]=[CH:33][C:34]=1[F:35])[CH2:5][NH:6][C:7]([C:9]1[C:17]2[C:12](=[CH:13][C:14]([O:18][CH:19]([CH3:21])[CH3:20])=[CH:15][CH:16]=2)[N:11]([CH2:22][C:23]2[CH:28]=[CH:27][CH:26]=[CH:25][N:24]=2)[C:10]=1[CH:29]([OH:31])[CH3:30])=[O:8].C[N+]1([O-])CCOCC1. (5) Given the product [C:1]([C:11]1[CH:31]=[CH:30][C:14]([CH2:15][N:16]([C:17]2[CH:29]=[CH:28][C:20]3[O:21][C:22]([CH3:26])([CH3:27])[O:23][C:24](=[O:25])[C:19]=3[CH:18]=2)[C:32](=[O:34])[CH3:33])=[CH:13][CH:12]=1)#[C:2][CH2:3][CH2:4][CH2:5][CH2:6][CH2:7][CH2:8][CH2:9][CH3:10], predict the reactants needed to synthesize it. The reactants are: [C:1]([C:11]1[CH:31]=[CH:30][C:14]([CH2:15][NH:16][C:17]2[CH:29]=[CH:28][C:20]3[O:21][C:22]([CH3:27])([CH3:26])[O:23][C:24](=[O:25])[C:19]=3[CH:18]=2)=[CH:13][CH:12]=1)#[C:2][CH2:3][CH2:4][CH2:5][CH2:6][CH2:7][CH2:8][CH2:9][CH3:10].[C:32](Cl)(=[O:34])[CH3:33]. (6) Given the product [CH3:16][N:17]([CH3:19])/[CH:18]=[CH:2]/[C:1]([CH:4]1[CH2:8][CH2:7][N:6]([C:9]([O:11][C:12]([CH3:15])([CH3:14])[CH3:13])=[O:10])[CH2:5]1)=[O:3], predict the reactants needed to synthesize it. The reactants are: [C:1]([CH:4]1[CH2:8][CH2:7][N:6]([C:9]([O:11][C:12]([CH3:15])([CH3:14])[CH3:13])=[O:10])[CH2:5]1)(=[O:3])[CH3:2].[CH3:16][N:17]([CH:19](OC)OC)[CH3:18]. (7) Given the product [NH2:3][C:4]1[CH:13]=[CH:12][C:11]2[C:6](=[CH:7][CH:8]=[CH:9][C:10]=2[O:14][CH2:16][C:17]2[S:18][C:19]3[CH:25]=[CH:24][CH:23]=[CH:22][C:20]=3[N:21]=2)[CH:5]=1, predict the reactants needed to synthesize it. The reactants are: [H-].[Na+].[NH2:3][C:4]1[CH:13]=[CH:12][C:11]2[C:10]([OH:14])=[CH:9][CH:8]=[CH:7][C:6]=2[CH:5]=1.Br[CH2:16][C:17]1[S:18][C:19]2[CH:25]=[CH:24][CH:23]=[CH:22][C:20]=2[N:21]=1.